Task: Predict which catalyst facilitates the given reaction.. Dataset: Catalyst prediction with 721,799 reactions and 888 catalyst types from USPTO (1) Reactant: [N+:1]([C:4]1[N:9]=[CH:8][C:7]([O:10][CH:11]2[CH2:14][N:13]([C:15]([O:17][C:18]([CH3:21])([CH3:20])[CH3:19])=[O:16])[CH2:12]2)=[CH:6][CH:5]=1)([O-])=O. Product: [NH2:1][C:4]1[N:9]=[CH:8][C:7]([O:10][CH:11]2[CH2:14][N:13]([C:15]([O:17][C:18]([CH3:21])([CH3:20])[CH3:19])=[O:16])[CH2:12]2)=[CH:6][CH:5]=1. The catalyst class is: 43. (2) Reactant: Br[C:2]1[CH:7]=[CH:6][C:5]([S:8]([NH:11][C:12]2[S:16][N:15]=[CH:14][N:13]=2)(=[O:10])=[O:9])=[CH:4][CH:3]=1.[CH3:17][C@@H:18]1[CH2:23][NH:22][CH2:21][CH2:20][NH:19]1.C(P(C(C)(C)C)C1C=CC=CC=1C1C=CC=CC=1)(C)(C)C.O(C(C)(C)C)[Na]. Product: [CH3:17][C@H:18]1[NH:19][CH2:20][CH2:21][N:22]([C:2]2[CH:7]=[CH:6][C:5]([S:8]([NH:11][C:12]3[S:16][N:15]=[CH:14][N:13]=3)(=[O:10])=[O:9])=[CH:4][CH:3]=2)[CH2:23]1. The catalyst class is: 187.